Dataset: Full USPTO retrosynthesis dataset with 1.9M reactions from patents (1976-2016). Task: Predict the reactants needed to synthesize the given product. Given the product [NH2:20][C@@H:21]1[CH2:26][CH2:25][CH2:24][N:23]([C:5]([C:4]2[C:8]([O:12][CH3:13])=[CH:9][CH:10]=[CH:11][C:3]=2[O:2][CH3:1])=[O:7])[CH2:22]1, predict the reactants needed to synthesize it. The reactants are: [CH3:1][O:2][C:3]1[CH:11]=[CH:10][CH:9]=[C:8]([O:12][CH3:13])[C:4]=1[C:5]([OH:7])=O.C(OC(=O)[NH:20][C@@H:21]1[CH2:26][CH2:25][CH2:24][NH:23][CH2:22]1)(C)(C)C.CN(C(ON1N=NC2C=CC=CC1=2)=[N+](C)C)C.[B-](F)(F)(F)F.CCN(C(C)C)C(C)C.